Binary Classification. Given a miRNA mature sequence and a target amino acid sequence, predict their likelihood of interaction. From a dataset of Experimentally validated miRNA-target interactions with 360,000+ pairs, plus equal number of negative samples. (1) The miRNA is cel-miR-236-3p with sequence UAAUACUGUCAGGUAAUGACGCU. The protein sequence of the target gene is MAPKRAKRRTVEGGSSSVFSMFDQTQIQEFKEAFTVIDQNRDGIIDKEDLRDTFAAMGRLNVKNEELDAMMKEASGPINFTVFLTMFGEKLKGADPEDVITGAFKVLDPEGKGTIKKKFLEELLTTQCDRFSQEEIKNMWAAFPPDVGGNVDYKNICYVITHGDAKDQE. Result: 0 (no interaction). (2) The miRNA is hsa-miR-548aj-3p with sequence UAAAAACUGCAAUUACUUUUA. The protein sequence of the target gene is MAELMLLSEIADPTRFFTDNLLSPEDWGLQNSTLYSGLDEVAEEQTQLFRCPEQDVPFDGSSLDVGMDVSPSEPPWELLPIFPDLQVKSEPSSPCSSSSLSSESSRLSTEPSSEALGVGEVLHVKTESLAPPLCLLGDDPTSSFETVQINVIPTSDDSSDVQTKIEPVSPCSSVNSEASLLSADSSSQAFIGEEVLEVKTESLSPSGCLLWDVPAPSLGAVQISMGPSLDGSSGKALPTRKPPLQPKPVVLTTVPMPSRAVPPSTTVLLQSLVQPPPVSPVVLIQGAIRVQPEGPAPSLP.... Result: 1 (interaction).